Dataset: Catalyst prediction with 721,799 reactions and 888 catalyst types from USPTO. Task: Predict which catalyst facilitates the given reaction. (1) Reactant: [C:1]1([C:7]2[C:15]3[C:10](=[CH:11][CH:12]=[CH:13][CH:14]=3)[N:9]([S:16]([C:19]3[CH:27]=[CH:26][C:22]([C:23](O)=[O:24])=[CH:21][CH:20]=3)(=[O:18])=[O:17])[CH:8]=2)[CH:6]=[CH:5][CH:4]=[CH:3][CH:2]=1.CN1CCOCC1.[F:35][C:36]1[CH:43]=[CH:42][C:39]([CH2:40][NH2:41])=[CH:38][CH:37]=1. Product: [F:35][C:36]1[CH:43]=[CH:42][C:39]([CH2:40][NH:41][C:23](=[O:24])[C:22]2[CH:26]=[CH:27][C:19]([S:16]([N:9]3[C:10]4[C:15](=[CH:14][CH:13]=[CH:12][CH:11]=4)[C:7]([C:1]4[CH:6]=[CH:5][CH:4]=[CH:3][CH:2]=4)=[CH:8]3)(=[O:17])=[O:18])=[CH:20][CH:21]=2)=[CH:38][CH:37]=1. The catalyst class is: 1. (2) Reactant: [CH2:1]([CH:4]([CH2:15][CH:16]=[CH2:17])[CH2:5][O:6][SiH2:7][C:8]1[CH:13]=[CH:12][C:11](Br)=[CH:10][CH:9]=1)[CH:2]=[CH2:3].C([O-])([O-])=O.[K+].[K+].[CH3:24][O:25][C:26]1[CH:31]=[CH:30][C:29](B(O)O)=[CH:28][CH:27]=1. Product: [CH2:1]([CH:4]([CH2:15][CH:16]=[CH2:17])[CH2:5][O:6][SiH2:7][C:8]1[CH:13]=[CH:12][C:11]([C:29]2[CH:30]=[CH:31][C:26]([O:25][CH3:24])=[CH:27][CH:28]=2)=[CH:10][CH:9]=1)[CH:2]=[CH2:3]. The catalyst class is: 206. (3) Reactant: [CH2:1]([C@H:8]1[NH:19][C:18](=[O:20])[CH2:17][CH2:16][CH:15]=[CH:14][CH2:13][C@@H:12]([CH2:21][C:22]([O:24]C(C)(C)C)=O)[C:11](=[O:29])[O:10][CH2:9]1)[C:2]1[CH:7]=[CH:6][CH:5]=[CH:4][CH:3]=1.FC(F)(F)C(O)=O.C([C@H]1NC(=O)CCC=CC[C@@H](CC(O)=O)C(=O)OC1)C1C=CC=CC=1.[Cl:62][C:63]1[CH:68]=[CH:67][C:66]([CH2:69][NH2:70])=[CH:65][CH:64]=1. Product: [CH2:1]([C@H:8]1[NH:19][C:18](=[O:20])[CH2:17][CH2:16][CH:15]=[CH:14][CH2:13][C@@H:12]([CH2:21][C:22]([NH:70][CH2:69][C:66]2[CH:67]=[CH:68][C:63]([Cl:62])=[CH:64][CH:65]=2)=[O:24])[C:11](=[O:29])[O:10][CH2:9]1)[C:2]1[CH:3]=[CH:4][CH:5]=[CH:6][CH:7]=1. The catalyst class is: 512. (4) Reactant: C(O)(=O)C.[C:5](C(N)CCCCCN)([C:18]1[CH:23]=[CH:22][CH:21]=[CH:20][CH:19]=1)([C:12]1[CH:17]=[CH:16][CH:15]=[CH:14][CH:13]=1)[C:6]1[CH:11]=[CH:10][CH:9]=[CH:8][CH:7]=1.[CH:32]1[CH:37]=[C:36]2[N:38]=N[N:40](O)[C:35]2=[CH:34][CH:33]=1.O.C(Cl)CCl.[F:47][C:48]1[C:56]([F:57])=[C:55]([OH:58])[C:54]([F:59])=[C:53]([F:60])[C:49]=1[C:50]([OH:52])=O. Product: [F:60][C:53]1[C:54]([F:59])=[C:55]([OH:58])[C:56]([F:57])=[C:48]([F:47])[C:49]=1[C:50]([NH:38][CH2:36][CH2:37][CH2:32][CH2:33][CH2:34][CH2:35][NH:40][C:5]([C:12]1[CH:17]=[CH:16][CH:15]=[CH:14][CH:13]=1)([C:6]1[CH:7]=[CH:8][CH:9]=[CH:10][CH:11]=1)[C:18]1[CH:23]=[CH:22][CH:21]=[CH:20][CH:19]=1)=[O:52]. The catalyst class is: 2. (5) Reactant: [CH3:1][C:2]([CH3:6])([CH3:5])[CH2:3][NH2:4].CC(C[AlH]CC(C)C)C.[C:16]([O:20][C:21]([N:23]1[CH2:29][CH2:28][C:27]2[C:30]([NH:35][CH2:36][C:37]3[CH:42]=[CH:41][C:40]([S:43][CH2:44][C:45](OC)=[O:46])=[CH:39][CH:38]=3)=[C:31]([Cl:34])[CH:32]=[CH:33][C:26]=2[CH2:25][CH2:24]1)=[O:22])([CH3:19])([CH3:18])[CH3:17]. Product: [C:16]([O:20][C:21]([N:23]1[CH2:29][CH2:28][C:27]2[C:30]([NH:35][CH2:36][C:37]3[CH:38]=[CH:39][C:40]([S:43][CH2:44][C:45](=[O:46])[NH:4][CH2:3][C:2]([CH3:6])([CH3:5])[CH3:1])=[CH:41][CH:42]=3)=[C:31]([Cl:34])[CH:32]=[CH:33][C:26]=2[CH2:25][CH2:24]1)=[O:22])([CH3:19])([CH3:18])[CH3:17]. The catalyst class is: 49. (6) Reactant: [CH2:1]1[CH:9]2[N:4]([CH2:5][CH2:6][CH:7]([C:10]3[C:18]4[C:13](=[CH:14][CH:15]=[CH:16][N:17]=4)[NH:12][CH:11]=3)[CH2:8]2)[CH2:3][CH2:2]1.[C:19]1([S:29](Cl)(=[O:31])=[O:30])[C:28]2[C:23](=[CH:24][CH:25]=[CH:26][CH:27]=2)[CH:22]=[CH:21][CH:20]=1.C[Si]([N-][Si](C)(C)C)(C)C.[Na+]. Product: [CH2:1]1[CH:9]2[N:4]([CH2:5][CH2:6][CH:7]([C:10]3[C:14]4[C:13](=[CH:18][N:17]=[CH:16][CH:15]=4)[N:12]([S:29]([C:19]4[C:28]5[C:23](=[CH:24][CH:25]=[CH:26][CH:27]=5)[CH:22]=[CH:21][CH:20]=4)(=[O:31])=[O:30])[CH:11]=3)[CH2:8]2)[CH2:3][CH2:2]1. The catalyst class is: 1. (7) Reactant: [NH2:1][C:2]1[O:3][CH2:4][CH:5]([C:7]2[CH:12]=[CH:11][C:10]([NH:13][C:14](=[O:22])[C:15]3[CH:20]=[CH:19][C:18](Cl)=[CH:17][CH:16]=3)=[CH:9][CH:8]=2)[N:6]=1.C([O-])=O.[NH4+]. Product: [NH2:1][C:2]1[O:3][CH2:4][CH:5]([C:7]2[CH:8]=[CH:9][C:10]([NH:13][C:14](=[O:22])[C:15]3[CH:20]=[CH:19][CH:18]=[CH:17][CH:16]=3)=[CH:11][CH:12]=2)[N:6]=1. The catalyst class is: 19. (8) Reactant: Cl.[CH2:2]([O:4][NH2:5])[CH3:3].Cl[C:7]1[C:16]2[C:11](=[CH:12][CH:13]=[CH:14][CH:15]=2)[N:10]=[CH:9][C:8]=1[NH:17][C:18](=O)[CH2:19][CH2:20][CH3:21]. Product: [CH2:2]([O:4][N:5]1[C:7]2[C:16]3[CH:15]=[CH:14][CH:13]=[CH:12][C:11]=3[N:10]=[CH:9][C:8]=2[N:17]=[C:18]1[CH2:19][CH2:20][CH3:21])[CH3:3]. The catalyst class is: 8. (9) Reactant: [Cl:1][C:2]1[CH:7]=[C:6]([Cl:8])[CH:5]=[CH:4][C:3]=1[C:9]([F:16])([F:15])[C:10]([O:12]CC)=[O:11].CO.O.O.[OH-].[Li+]. Product: [Cl:1][C:2]1[CH:7]=[C:6]([Cl:8])[CH:5]=[CH:4][C:3]=1[C:9]([F:16])([F:15])[C:10]([OH:12])=[O:11]. The catalyst class is: 7. (10) Reactant: [NH2:1][C:2]1[CH:7]=[CH:6][N:5]=[CH:4][CH:3]=1.C(N(CC)CC)C.[C:15](O[C:15]([O:17][C:18]([CH3:21])([CH3:20])[CH3:19])=[O:16])([O:17][C:18]([CH3:21])([CH3:20])[CH3:19])=[O:16]. Product: [C:15]([NH:1][C:2]1[CH:7]=[CH:6][N:5]=[CH:4][CH:3]=1)([O:17][C:18]([CH3:21])([CH3:20])[CH3:19])=[O:16]. The catalyst class is: 3.